From a dataset of Catalyst prediction with 721,799 reactions and 888 catalyst types from USPTO. Predict which catalyst facilitates the given reaction. (1) Product: [Cl:8][C:9]1[CH:14]=[CH:13][C:12]([CH:15]2[CH2:20][CH2:19][CH2:18][N:17]([C:30]([C:28]3[CH:27]=[N:26][N:25]([CH:22]([CH3:24])[CH3:23])[CH:29]=3)=[O:31])[CH2:16]2)=[C:11]([CH3:21])[CH:10]=1. The catalyst class is: 2. Reactant: CCCP(=O)=O.Cl.[Cl:8][C:9]1[CH:14]=[CH:13][C:12]([CH:15]2[CH2:20][CH2:19][CH2:18][NH:17][CH2:16]2)=[C:11]([CH3:21])[CH:10]=1.[CH:22]([N:25]1[CH:29]=[C:28]([C:30](O)=[O:31])[CH:27]=[N:26]1)([CH3:24])[CH3:23]. (2) Reactant: [O:1]([C:8]1[CH:16]=[CH:15][C:11]([C:12]([OH:14])=O)=[CH:10][CH:9]=1)[C:2]1[CH:7]=[CH:6][CH:5]=[CH:4][CH:3]=1.[CH3:17][O:18][C:19]1[CH:28]=[CH:27][C:26]([N:29]2[CH2:34][CH2:33][N:32]([CH3:35])[CH2:31][CH2:30]2)=[C:25]2[C:20]=1[CH2:21][CH2:22][NH:23][CH2:24]2.C(N(CC)CC)C.CN(C(ON1N=NC2C=CC=NC1=2)=[N+](C)C)C.F[P-](F)(F)(F)(F)F.C(=O)([O-])[O-].[K+].[K+]. Product: [CH3:17][O:18][C:19]1[CH:28]=[CH:27][C:26]([N:29]2[CH2:30][CH2:31][N:32]([CH3:35])[CH2:33][CH2:34]2)=[C:25]2[C:20]=1[CH2:21][CH2:22][N:23]([C:12]([C:11]1[CH:10]=[CH:9][C:8]([O:1][C:2]3[CH:3]=[CH:4][CH:5]=[CH:6][CH:7]=3)=[CH:16][CH:15]=1)=[O:14])[CH2:24]2. The catalyst class is: 4.